From a dataset of Forward reaction prediction with 1.9M reactions from USPTO patents (1976-2016). Predict the product of the given reaction. (1) Given the reactants [OH:1][C:2]1[CH:7]=[CH:6][CH:5]=[CH:4][N+:3]=1[O-:8].[N+:9]([C:12]1[CH:17]=[CH:16][C:15]([S:18](Cl)(=[O:20])=[O:19])=[CH:14][CH:13]=1)([O-:11])=[O:10], predict the reaction product. The product is: [N+:9]([C:12]1[CH:13]=[CH:14][C:15]([S:18]([O:8][N:3]2[CH:4]=[CH:5][CH:6]=[CH:7][C:2]2=[O:1])(=[O:20])=[O:19])=[CH:16][CH:17]=1)([O-:11])=[O:10]. (2) Given the reactants [C:1](N1C=CN=C1)(N1C=CN=C1)=[O:2].[CH:13]1([NH2:18])[CH2:17][CH2:16][CH2:15][CH2:14]1.Cl.Cl.C([O:29][CH2:30][CH2:31][O:32][CH2:33][CH2:34][N:35]1[C:43]2[C:42]([NH:44][C:45]3[CH:50]=[CH:49][C:48]([O:51][CH:52]4[CH2:57][CH2:56][NH:55][CH2:54][CH2:53]4)=[C:47]([Cl:58])[CH:46]=3)=[N:41][CH:40]=[N:39][C:38]=2[CH:37]=[CH:36]1)(=O)C1C=CC=CC=1.C(N(CC)CC)C, predict the reaction product. The product is: [ClH:58].[Cl:58][C:47]1[CH:46]=[C:45]([NH:44][C:42]2[C:43]3[N:35]([CH2:34][CH2:33][O:32][CH2:31][CH2:30][OH:29])[CH:36]=[CH:37][C:38]=3[N:39]=[CH:40][N:41]=2)[CH:50]=[CH:49][C:48]=1[O:51][CH:52]1[CH2:53][CH2:54][N:55]([C:1]([NH:18][CH:13]2[CH2:17][CH2:16][CH2:15][CH2:14]2)=[O:2])[CH2:56][CH2:57]1. (3) Given the reactants [CH3:1][O:2][C:3]([N:5]([C:27]1[CH:32]=[CH:31][CH:30]=[CH:29][CH:28]=1)[NH:6][C:7]([C:9]1[C:18]2[C:13](=[CH:14][CH:15]=[CH:16][CH:17]=2)[N:12]=[C:11]([C:19]2[CH:24]=[CH:23][CH:22]=[CH:21][CH:20]=2)[C:10]=1[CH2:25]Br)=[O:8])=[O:4].[NH:33]1[CH2:38][CH2:37][O:36][CH2:35][CH2:34]1, predict the reaction product. The product is: [CH3:1][O:2][C:3]([N:5]([C:27]1[CH:32]=[CH:31][CH:30]=[CH:29][CH:28]=1)[NH:6][C:7]([C:9]1[C:18]2[C:13](=[CH:14][CH:15]=[CH:16][CH:17]=2)[N:12]=[C:11]([C:19]2[CH:24]=[CH:23][CH:22]=[CH:21][CH:20]=2)[C:10]=1[CH2:25][N:33]1[CH2:38][CH2:37][O:36][CH2:35][CH2:34]1)=[O:8])=[O:4]. (4) Given the reactants [F:1][C:2]([F:10])([F:9])[C:3]1[N:4]=[C:5]([NH2:8])[S:6][CH:7]=1.[N:11]([C:14]1[CH:19]=[CH:18][C:17]([O:20][CH3:21])=[CH:16][C:15]=1[CH3:22])=[C:12]=[S:13].[H-].[Na+].Cl, predict the reaction product. The product is: [CH3:21][O:20][C:17]1[CH:18]=[CH:19][C:14]([NH:11][C:12]([NH:8][C:5]2[S:6][CH:7]=[C:3]([C:2]([F:10])([F:9])[F:1])[N:4]=2)=[S:13])=[C:15]([CH3:22])[CH:16]=1. (5) Given the reactants [Cl:1][C:2]1[C:7]([CH:8]=C)=[CH:6][N:5]=[C:4]2[N:10]([CH2:13][O:14][CH2:15][CH2:16][Si:17]([CH3:20])([CH3:19])[CH3:18])[CH:11]=[N:12][C:3]=12.C([OH:25])(C)(C)C.C[N+]1([O-])CCOCC1.O1CCCC1.I([O-])(=O)(=O)=O.[Na+].C(O)(=O)C, predict the reaction product. The product is: [Cl:1][C:2]1[C:7]([CH:8]=[O:25])=[CH:6][N:5]=[C:4]2[N:10]([CH2:13][O:14][CH2:15][CH2:16][Si:17]([CH3:20])([CH3:19])[CH3:18])[CH:11]=[N:12][C:3]=12. (6) Given the reactants C(=O)([O-])[O-].[K+].[K+].I[CH:8]1[CH2:12][CH2:11][CH2:10][CH2:9]1.[F:13][C:14]1[CH:15]=[C:16]2[C:21](=[CH:22][C:23]=1[F:24])[N:20]=[N:19][C:18]([C:25]([O:27][CH2:28][CH3:29])=[O:26])=[C:17]2[OH:30], predict the reaction product. The product is: [CH:8]1([N:20]2[C:21]3[C:16](=[CH:15][C:14]([F:13])=[C:23]([F:24])[CH:22]=3)[C:17](=[O:30])[C:18]([C:25]([O:27][CH2:28][CH3:29])=[O:26])=[N:19]2)[CH2:12][CH2:11][CH2:10][CH2:9]1. (7) Given the reactants CC1(C)C(C)(C)OB([C:9]2[CH:10]=[C:11]([CH:28]=[CH:29][CH:30]=2)[C:12]([N:14]2[CH2:20][CH2:19][CH2:18][N:17]([C:21]([O:23][C:24]([CH3:27])([CH3:26])[CH3:25])=[O:22])[CH2:16][CH2:15]2)=[O:13])O1.[Br:32][C:33]1[C:34]2[N:35]([N:40]=[CH:41][N:42]=2)[CH:36]=[C:37](I)[CH:38]=1.C([O-])([O-])=O.[Na+].[Na+].O, predict the reaction product. The product is: [Br:32][C:33]1[C:34]2[N:35]([N:40]=[CH:41][N:42]=2)[CH:36]=[C:37]([C:9]2[CH:10]=[C:11]([CH:28]=[CH:29][CH:30]=2)[C:12]([N:14]2[CH2:20][CH2:19][CH2:18][N:17]([C:21]([O:23][C:24]([CH3:26])([CH3:25])[CH3:27])=[O:22])[CH2:16][CH2:15]2)=[O:13])[CH:38]=1. (8) The product is: [N:40]1[C:39]2[CH:38]=[CH:37][C:4]([O:5][C:6]3[C:7]([CH:29]4[CH2:33][CH2:32][CH2:31][N:30]4[C:34](=[O:36])[CH3:35])=[CH:8][C:9]4[NH:13][C:12]([C:22]5[CH:27]=[CH:26][CH:25]=[CH:24][N:23]=5)=[N:11][C:10]=4[CH:28]=3)=[CH:3][C:2]=2[NH:1][CH:41]=1. Given the reactants [NH2:1][C:2]1[CH:3]=[C:4]([CH:37]=[CH:38][C:39]=1[NH2:40])[O:5][C:6]1[C:7]([CH:29]2[CH2:33][CH2:32][CH2:31][N:30]2[C:34](=[O:36])[CH3:35])=[CH:8][C:9]2[N:13](COCC[Si](C)(C)C)[C:12]([C:22]3[CH:27]=[CH:26][CH:25]=[CH:24][N:23]=3)=[N:11][C:10]=2[CH:28]=1.[CH:41](O)=O, predict the reaction product. (9) Given the reactants C(Cl)(=O)C(Cl)=O.Br[C:8]1[CH:16]=[C:15](OC)[C:14](OC)=[CH:13][C:9]=1[C:10]([OH:12])=[O:11].Br[C:22]1[CH:30]=[CH:29][C:28]([O:31]C)=[CH:27][C:23]=1C(O)=O.C(N(CC)CC)C, predict the reaction product. The product is: [CH:15]1[CH:16]=[C:8]2[C:22]3[CH:30]=[CH:29][C:28]([OH:31])=[CH:27][C:23]=3[O:12][C:10](=[O:11])[C:9]2=[CH:13][CH:14]=1. (10) Given the reactants [Cl-].[OH:2][CH2:3][CH2:4][CH2:5][C:6]([CH3:10])([CH3:9])[CH2:7][NH3+:8].CCN(CC)CC.[CH3:18][C:19]([O:22][C:23](O[C:23]([O:22][C:19]([CH3:21])([CH3:20])[CH3:18])=[O:24])=[O:24])([CH3:21])[CH3:20], predict the reaction product. The product is: [C:19]([O:22][C:23]([NH:8][CH2:7][C:6]([CH3:10])([CH3:9])[CH2:5][CH2:4][CH2:3][OH:2])=[O:24])([CH3:21])([CH3:20])[CH3:18].